The task is: Predict the reactants needed to synthesize the given product.. This data is from Full USPTO retrosynthesis dataset with 1.9M reactions from patents (1976-2016). (1) Given the product [CH3:2][N:21]1[C:22]2[C:27](=[CH:26][CH:25]=[CH:24][CH:23]=2)[C:17]2([CH2:16][CH2:15][N:14]([C:12](=[O:13])[CH2:11][O:10][C:9]3[CH:29]=[CH:30][CH:31]=[CH:32][C:8]=3[C:7]([F:33])([F:6])[F:34])[CH2:19][CH2:18]2)[C:20]1=[O:28], predict the reactants needed to synthesize it. The reactants are: O1CCC[CH2:2]1.[F:6][C:7]([F:34])([F:33])[C:8]1[CH:32]=[CH:31][CH:30]=[CH:29][C:9]=1[O:10][CH2:11][C:12]([N:14]1[CH2:19][CH2:18][C:17]2([C:27]3[C:22](=[CH:23][CH:24]=[CH:25][CH:26]=3)[NH:21][C:20]2=[O:28])[CH2:16][CH2:15]1)=[O:13].[H-].[Na+].CI. (2) Given the product [CH3:1][O:2][C:3]1[CH:8]=[CH:7][C:6]([N+:9]([O-:11])=[O:10])=[CH:5][C:4]=1[O:12][CH2:21][C:20]#[CH:19], predict the reactants needed to synthesize it. The reactants are: [CH3:1][O:2][C:3]1[CH:8]=[CH:7][C:6]([N+:9]([O-:11])=[O:10])=[CH:5][C:4]=1[OH:12].C([O-])([O-])=O.[K+].[K+].[CH2:19](Cl)[C:20]#[CH:21].O. (3) Given the product [NH2:40][C:7]1[C:6]2[N:22]=[C:3]([CH2:1][CH3:2])[N:4]([CH2:23][C:24]([OH:27])([CH3:26])[CH3:25])[C:5]=2[C:14]2[CH:13]=[CH:12][C:11]([CH2:15][CH2:16][C:17]([N:19]([CH3:21])[CH3:20])=[O:18])=[CH:10][C:9]=2[N:8]=1, predict the reactants needed to synthesize it. The reactants are: [CH2:1]([C:3]1[N:4]([CH2:23][C:24]([OH:27])([CH3:26])[CH3:25])[C:5]2[C:14]3[CH:13]=[CH:12][C:11]([CH2:15][CH2:16][C:17]([N:19]([CH3:21])[CH3:20])=[O:18])=[CH:10][C:9]=3[N:8]=[CH:7][C:6]=2[N:22]=1)[CH3:2].ClC1C=C(C=CC=1)C(OO)=O.[OH-].[NH4+:40].C1(C)C=CC(S(Cl)(=O)=O)=CC=1. (4) Given the product [CH3:8][C:6]1[CH:5]=[CH:4][C:3]([S:9][CH3:10])=[C:2]([B:16]([OH:21])[OH:17])[CH:7]=1, predict the reactants needed to synthesize it. The reactants are: Br[C:2]1[CH:7]=[C:6]([CH3:8])[CH:5]=[CH:4][C:3]=1[S:9][CH3:10].C([Li])CCC.[B:16](OC(C)C)([O:21]C(C)C)[O:17]C(C)C. (5) Given the product [N:1]1[CH:6]=[CH:5][N:4]=[CH:3][C:2]=1[NH:7][C:8]1[CH:16]=[CH:15][C:11]([C:12]([NH:33][C:30]2[S:31][CH:32]=[C:28]([C:19]3[CH:20]=[CH:21][CH:22]=[C:23]([C:24]([F:27])([F:25])[F:26])[C:18]=3[F:17])[N:29]=2)=[O:13])=[CH:10][CH:9]=1, predict the reactants needed to synthesize it. The reactants are: [N:1]1[CH:6]=[CH:5][N:4]=[CH:3][C:2]=1[NH:7][C:8]1[CH:16]=[CH:15][C:11]([C:12](Cl)=[O:13])=[CH:10][CH:9]=1.[F:17][C:18]1[C:23]([C:24]([F:27])([F:26])[F:25])=[CH:22][CH:21]=[CH:20][C:19]=1[C:28]1[N:29]=[C:30]([NH2:33])[S:31][CH:32]=1. (6) Given the product [CH3:25][N:26]([CH3:32])[C@H:27]1[CH2:31][CH2:30][N:29]([C:2]2[C:3]([C:19]3[CH:24]=[CH:23][CH:22]=[CH:21][CH:20]=3)=[C:4]([CH3:18])[C:5]([C:16]#[N:17])=[C:6]3[C:10]=2[O:9][C:8]([N:11]2[CH2:14][CH:13]([OH:15])[CH2:12]2)=[N:7]3)[CH2:28]1, predict the reactants needed to synthesize it. The reactants are: F[C:2]1[C:3]([C:19]2[CH:24]=[CH:23][CH:22]=[CH:21][CH:20]=2)=[C:4]([CH3:18])[C:5]([C:16]#[N:17])=[C:6]2[C:10]=1[O:9][C:8]([N:11]1[CH2:14][CH:13]([OH:15])[CH2:12]1)=[N:7]2.[CH3:25][N:26]([CH3:32])[C@H:27]1[CH2:31][CH2:30][NH:29][CH2:28]1.C(N(CC)CC)C.